This data is from Forward reaction prediction with 1.9M reactions from USPTO patents (1976-2016). The task is: Predict the product of the given reaction. (1) The product is: [I:1][C:12]1[CH:11]=[C:10]([Cl:9])[CH:17]=[C:14]([CH:15]=[O:16])[C:13]=1[OH:18]. Given the reactants [I:1]N1C(=O)CCC1=O.[Cl:9][C:10]1[CH:17]=[C:14]([CH:15]=[O:16])[C:13]([OH:18])=[CH:12][CH:11]=1, predict the reaction product. (2) The product is: [C:47]([C:2]1[CH:7]=[C:6]([NH:8][C:9](=[O:15])[O:10][C:11]([CH3:14])([CH3:13])[CH3:12])[CH:5]=[C:4]([CH3:16])[N:3]=1)#[N:49]. Given the reactants Cl[C:2]1[CH:7]=[C:6]([NH:8][C:9](=[O:15])[O:10][C:11]([CH3:14])([CH3:13])[CH3:12])[CH:5]=[C:4]([CH3:16])[N:3]=1.C(P(C(C)(C)C)C1C=CC2C(=CC=CC=2)C1C1C2C(=CC=CC=2)C=CC=1)(C)(C)C.C[C:47]([N:49](C)C)=O, predict the reaction product. (3) Given the reactants [H-].[Na+].[Br:3][C:4]1[CH:9]=[CH:8][CH:7]=[C:6]([CH2:10]Br)[N:5]=1.[C:12]([O:16][CH3:17])(=[O:15])[CH2:13][OH:14], predict the reaction product. The product is: [Br:3][C:4]1[N:5]=[C:6]([CH2:10][O:14][CH2:13][C:12]([O:16][CH3:17])=[O:15])[CH:7]=[CH:8][CH:9]=1. (4) The product is: [CH3:48][O:49][C:50](=[O:57])[C:51]([NH:56][C:45]([C:36]1[CH:35]=[N:34][C:33]([NH:32][CH:26]2[CH2:27][CH2:28][CH2:29][CH2:30][CH2:31]2)=[C:38]([O:39][CH2:40][C:41]([CH3:44])([CH3:43])[CH3:42])[N:37]=1)=[O:47])([CH2:54][CH3:55])[CH2:52][CH3:53]. Given the reactants OC[C@@H](NC(C1C=NC(N2CCCC2)=C(OCCC)N=1)=O)CC(C)C.[CH:26]1([NH:32][C:33]2[N:34]=[CH:35][C:36]([C:45]([OH:47])=O)=[N:37][C:38]=2[O:39][CH2:40][C:41]([CH3:44])([CH3:43])[CH3:42])[CH2:31][CH2:30][CH2:29][CH2:28][CH2:27]1.[CH3:48][O:49][C:50](=[O:57])[C:51]([NH2:56])([CH2:54][CH3:55])[CH2:52][CH3:53], predict the reaction product. (5) Given the reactants [Cl:1][C:2]1[CH:3]=[C:4]2[C:9](=[CH:10][CH:11]=1)[NH:8][CH:7]([C:12]1[CH:13]=[C:14]([CH:25]=[CH:26][CH:27]=1)[C:15]([O:17]CC1C=CC=CC=1)=[O:16])[C:6]([CH3:29])([CH3:28])[CH2:5]2.[OH-].[Na+], predict the reaction product. The product is: [Cl:1][C:2]1[CH:3]=[C:4]2[C:9](=[CH:10][CH:11]=1)[NH:8][CH:7]([C:12]1[CH:13]=[C:14]([CH:25]=[CH:26][CH:27]=1)[C:15]([OH:17])=[O:16])[C:6]([CH3:29])([CH3:28])[CH2:5]2. (6) Given the reactants [C:1]([NH:5][C:6](=[O:18])[C:7]1[CH:12]=[CH:11][C:10]([C:13]([F:16])([F:15])[F:14])=[N:9][C:8]=1[CH3:17])([CH3:4])([CH3:3])[CH3:2].CN(CCN(C)C)C.[Li+].CC([N-]C(C)C)C.[C:35]([O:39][C:40](=[O:58])[NH:41][C@@H:42]([C:52](=[O:57])N(OC)C)[CH2:43][C:44]1[CH:49]=[C:48]([F:50])[CH:47]=[CH:46][C:45]=1[F:51])([CH3:38])([CH3:37])[CH3:36].OS([O-])(=O)=O.[Na+], predict the reaction product. The product is: [C:35]([O:39][C:40](=[O:58])[NH:41][C@H:42]([CH2:43][C:44]1[CH:49]=[C:48]([F:50])[CH:47]=[CH:46][C:45]=1[F:51])[C:52](=[O:57])[CH2:17][C:8]1[C:7]([C:6](=[O:18])[NH:5][C:1]([CH3:4])([CH3:3])[CH3:2])=[CH:12][CH:11]=[C:10]([C:13]([F:14])([F:15])[F:16])[N:9]=1)([CH3:38])([CH3:36])[CH3:37]. (7) Given the reactants [Cl:1][C:2]1[CH:7]=[CH:6][N:5]=[C:4]([NH:8][C:9](=[O:15])OC(C)(C)C)[C:3]=1[CH:16]=O.[NH2:18][CH2:19][CH2:20][CH2:21][NH:22][C:23](=[O:29])[O:24][C:25]([CH3:28])([CH3:27])[CH3:26].CC(O)=O, predict the reaction product. The product is: [Cl:1][C:2]1[C:3]2[CH:16]3[N:22]([C:23]([O:24][C:25]([CH3:28])([CH3:27])[CH3:26])=[O:29])[CH2:21][CH2:20][CH2:19][N:18]3[C:9](=[O:15])[NH:8][C:4]=2[N:5]=[CH:6][CH:7]=1. (8) Given the reactants [Cl:1][CH2:2][CH2:3][CH2:4][O:5][C:6]1[CH:11]=[CH:10][C:9]([C:12]2[S:13][C:14]3[CH2:15][NH:16][CH2:17][CH2:18][C:19]=3[N:20]=2)=[CH:8][CH:7]=1.[CH2:21]([N:23]=[C:24]=[O:25])[CH3:22], predict the reaction product. The product is: [Cl:1][CH2:2][CH2:3][CH2:4][O:5][C:6]1[CH:7]=[CH:8][C:9]([C:12]2[S:13][C:14]3[CH2:15][N:16]([C:24]([NH:23][CH2:21][CH3:22])=[O:25])[CH2:17][CH2:18][C:19]=3[N:20]=2)=[CH:10][CH:11]=1. (9) Given the reactants [Br:1][C:2]1[CH:3]=[C:4]2[C:22](=[CH:23][CH:24]=1)[C:7]1=[CH:8][C:9]3[C:10](=O)[C:11]4[CH:12]=[CH:13][CH:14]=[CH:15][C:16]=4[C:17](=O)[C:18]=3[CH:19]=[C:6]1[C:5]2([CH3:26])[CH3:25].I.O.II, predict the reaction product. The product is: [Br:1][C:2]1[CH:3]=[C:4]2[C:22](=[CH:23][CH:24]=1)[C:7]1=[CH:8][C:9]3[CH:10]=[C:11]4[C:16](=[CH:17][C:18]=3[CH:19]=[C:6]1[C:5]2([CH3:26])[CH3:25])[CH:15]=[CH:14][CH:13]=[CH:12]4. (10) Given the reactants Cl.C(OC(=O)C(NC1C=CC(C(=N)N)=CC=1)C1C=C(OCC)C(OCCO)=CC=1F)C.[CH2:32]([O:34][C:35](=[O:69])[CH:36]([NH:51][C:52]1[CH:57]=[CH:56][C:55]([C:58]([NH2:68])=[N:59][C:60]([O:62][CH2:63][C:64]([Cl:67])([Cl:66])[Cl:65])=[O:61])=[CH:54][CH:53]=1)[C:37]1[CH:42]=[C:41]([O:43][CH2:44][CH3:45])[C:40]([O:46][CH2:47][CH2:48][OH:49])=[CH:39][C:38]=1[F:50])[CH3:33].ClC(OCC(Cl)(Cl)Cl)=O, predict the reaction product. The product is: [CH2:32]([O:34][C:35](=[O:69])[C@@H:36]([NH:51][C:52]1[CH:57]=[CH:56][C:55]([C:58]([NH2:68])=[N:59][C:60]([O:62][CH2:63][C:64]([Cl:66])([Cl:67])[Cl:65])=[O:61])=[CH:54][CH:53]=1)[C:37]1[CH:42]=[C:41]([O:43][CH2:44][CH3:45])[C:40]([O:46][CH2:47][CH2:48][OH:49])=[CH:39][C:38]=1[F:50])[CH3:33].[CH2:32]([O:34][C:35](=[O:69])[C@H:36]([NH:51][C:52]1[CH:57]=[CH:56][C:55]([C:58]([NH2:68])=[N:59][C:60]([O:62][CH2:63][C:64]([Cl:66])([Cl:67])[Cl:65])=[O:61])=[CH:54][CH:53]=1)[C:37]1[CH:42]=[C:41]([O:43][CH2:44][CH3:45])[C:40]([O:46][CH2:47][CH2:48][OH:49])=[CH:39][C:38]=1[F:50])[CH3:33].